This data is from Reaction yield outcomes from USPTO patents with 853,638 reactions. The task is: Predict the reaction yield, written as a fraction of the theoretical maximum amount of product (1.0 means a 100% yield; for example, 0.34 means a 34% yield). (1) The reactants are [CH3:1][O:2][C:3]([C@H:5]([NH:17]C(=O)OCC1C=CC=CC=1)[CH2:6][C:7]1[CH:8]=[CH:9][C:10]2[NH:14][C:13](=[O:15])[NH:12][C:11]=2[CH:16]=1)=[O:4].[H][H]. The catalyst is [Pd].CO. The product is [NH2:17][C@H:5]([CH2:6][C:7]1[CH:8]=[CH:9][C:10]2[NH:14][C:13](=[O:15])[NH:12][C:11]=2[CH:16]=1)[C:3]([O:2][CH3:1])=[O:4]. The yield is 1.00. (2) The reactants are [Cl:1][C:2]1[CH:3]=[C:4]([NH:8][C:9](=[O:13])[O:10][CH2:11][CH3:12])[CH:5]=[CH:6][CH:7]=1.[H-].[Na+].Cl[C:17]1[C:22]([N+:23]([O-:25])=[O:24])=[CH:21][C:20]([N+:26]([O-:28])=[O:27])=[CH:19][C:18]=1[C:29]([F:32])([F:31])[F:30].Cl. The catalyst is COCCOCCOC. The product is [Cl:1][C:2]1[CH:3]=[C:4]([N:8]([C:17]2[C:18]([C:29]([F:31])([F:32])[F:30])=[CH:19][C:20]([N+:26]([O-:28])=[O:27])=[CH:21][C:22]=2[N+:23]([O-:25])=[O:24])[C:9](=[O:13])[O:10][CH2:11][CH3:12])[CH:5]=[CH:6][CH:7]=1. The yield is 0.420. (3) The reactants are Br[C:2]1[C:10]2[CH2:9][CH2:8][N:7]([C:11]3[CH:16]=[CH:15][C:14]([N:17]4[CH2:22][CH2:21][CH2:20][CH2:19][C:18]4=[O:23])=[CH:13][CH:12]=3)[C:6](=[O:24])[C:5]=2[N:4]([C:25]2[CH:30]=[CH:29][C:28]([O:31][CH3:32])=[CH:27][CH:26]=2)[N:3]=1.CNC.CC(C)([O-])C.[Na+].C1(P(C2CCCCC2)C2C=CC=CC=2C2C=CC=CC=2N(C)C)CCCCC1. The catalyst is C1(C)C=CC=CC=1.O1CCOCC1. The product is [CH3:32][O:31][C:28]1[CH:27]=[CH:26][C:25]([N:4]2[C:5]3[C:6](=[O:24])[N:7]([C:11]4[CH:16]=[CH:15][C:14]([N:17]5[CH2:22][CH2:21][CH2:20][CH2:19][C:18]5=[O:23])=[CH:13][CH:12]=4)[CH2:8][CH2:9][C:10]=3[CH:2]=[N:3]2)=[CH:30][CH:29]=1. The yield is 0.180. (4) The reactants are [C:1]([C:3]1[CH:11]=[CH:10][C:6]([C:7]([OH:9])=[O:8])=[C:5]([F:12])[CH:4]=1)#[N:2].O.[C:14]1(C)C=CC(S(O)(=O)=O)=CC=1. The catalyst is CO. The product is [C:1]([C:3]1[CH:11]=[CH:10][C:6]([C:7]([O:9][CH3:14])=[O:8])=[C:5]([F:12])[CH:4]=1)#[N:2]. The yield is 0.950. (5) The reactants are C([O:4][CH2:5][CH2:6][N:7]([C:12]1[CH:17]=[CH:16][C:15]([C:18]2[N:19]([CH2:31][CH3:32])[C:20]3[C:25]([C:26]=2[C:27]#[N:28])=[CH:24][CH:23]=[C:22]([O:29][CH3:30])[CH:21]=3)=[CH:14][CH:13]=1)[S:8]([CH3:11])(=[O:10])=[O:9])(=O)C.O.[OH-].[Li+].C(OCC)(=O)C. The catalyst is C1COCC1. The product is [C:27]([C:26]1[C:25]2[C:20](=[CH:21][C:22]([O:29][CH3:30])=[CH:23][CH:24]=2)[N:19]([CH2:31][CH3:32])[C:18]=1[C:15]1[CH:14]=[CH:13][C:12]([N:7]([CH2:6][CH2:5][OH:4])[S:8]([CH3:11])(=[O:10])=[O:9])=[CH:17][CH:16]=1)#[N:28]. The yield is 0.920. (6) No catalyst specified. The reactants are [CH3:1][S:2][C:3]1[N:4]=[C:5](O)[C:6]2[CH2:11][O:10][CH2:9][C:7]=2[N:8]=1.P(Cl)(Cl)([Cl:15])=O. The yield is 0.170. The product is [Cl:15][C:5]1[C:6]2[CH2:11][O:10][CH2:9][C:7]=2[N:8]=[C:3]([S:2][CH3:1])[N:4]=1.